Dataset: Reaction yield outcomes from USPTO patents with 853,638 reactions. Task: Predict the reaction yield, written as a fraction of the theoretical maximum amount of product (1.0 means a 100% yield; for example, 0.34 means a 34% yield). (1) The reactants are [CH2:1](N(CC)CC)C.[NH:8]1[CH2:13][CH2:12][NH:11][CH2:10][C:9]1=[O:14].C([O:17][C:18](=[O:20])C)C.CCC[CH2:24][CH2:25][CH3:26]. The catalyst is O1CCCC1.CO. The product is [C:25]([O:20][C:18]([N:11]1[CH2:12][CH2:13][NH:8][C:9](=[O:14])[CH2:10]1)=[O:17])([CH3:24])([CH3:26])[CH3:1]. The yield is 0.720. (2) The reactants are [CH2:1]1[C:5]2([CH2:10][CH2:9][CH:8]([N:11]3[C:15]([CH:16]=O)=[CH:14][CH:13]=[N:12]3)[CH2:7][CH2:6]2)[CH2:4][CH2:3][CH2:2]1.[CH3:18][N:19]([CH2:27][CH2:28][NH:29][CH3:30])[C:20](=[O:26])[O:21][C:22]([CH3:25])([CH3:24])[CH3:23]. The catalyst is ClCCCl. The product is [CH3:18][N:19]([CH2:27][CH2:28][N:29]([CH3:30])[CH2:16][C:15]1[N:11]([CH:8]2[CH2:7][CH2:6][C:5]3([CH2:1][CH2:2][CH2:3][CH2:4]3)[CH2:10][CH2:9]2)[N:12]=[CH:13][CH:14]=1)[C:20](=[O:26])[O:21][C:22]([CH3:25])([CH3:24])[CH3:23]. The yield is 0.660. (3) The reactants are [CH3:1][O:2][C:3]1[CH:4]=[CH:5][CH:6]=[C:7]2[C:12]=1[N:11]=[C:10]([CH3:13])[CH:9]=[C:8]2[NH:14][CH:15]([C:18]1[CH:23]=[CH:22][CH:21]=[CH:20][CH:19]=1)[CH2:16][NH2:17].[CH:24](=O)[C:25]1[CH:30]=[CH:29][CH:28]=[CH:27][CH:26]=1.[BH4-].[Na+]. No catalyst specified. The product is [CH2:24]([NH:17][CH2:16][CH:15]([C:18]1[CH:23]=[CH:22][CH:21]=[CH:20][CH:19]=1)[NH:14][C:8]1[C:7]2[C:12](=[C:3]([O:2][CH3:1])[CH:4]=[CH:5][CH:6]=2)[N:11]=[C:10]([CH3:13])[CH:9]=1)[C:25]1[CH:30]=[CH:29][CH:28]=[CH:27][CH:26]=1. The yield is 0.110. (4) The reactants are C([O:4][CH2:5][CH2:6][CH2:7][N:8]1[C:13](=[O:14])[C:12]2[N:15]([CH2:19][C:20]3[CH:25]=[CH:24][C:23]([Cl:26])=[CH:22][CH:21]=3)[CH:16]=[C:17]([CH3:18])[C:11]=2[N:10]([CH3:27])[C:9]1=[O:28])(=O)C.O[Li].O. The catalyst is C1COCC1.O.C(Cl)Cl. The product is [Cl:26][C:23]1[CH:22]=[CH:21][C:20]([CH2:19][N:15]2[C:12]3[C:13](=[O:14])[N:8]([CH2:7][CH2:6][CH2:5][OH:4])[C:9](=[O:28])[N:10]([CH3:27])[C:11]=3[C:17]([CH3:18])=[CH:16]2)=[CH:25][CH:24]=1. The yield is 0.419. (5) The reactants are [F:1][C:2]([F:16])([F:15])[C:3]1[O:7][N:6]=[C:5]([C:8]2[N:9]=[CH:10][C:11]([NH2:14])=[N:12][CH:13]=2)[N:4]=1.[C:17](Cl)(=[O:19])[CH3:18]. The catalyst is N1C=CC=CC=1. The product is [F:16][C:2]([F:1])([F:15])[C:3]1[O:7][N:6]=[C:5]([C:8]2[N:9]=[CH:10][C:11]([NH:14][C:17](=[O:19])[CH3:18])=[N:12][CH:13]=2)[N:4]=1. The yield is 0.280. (6) The catalyst is C(O)C.O. The product is [Cl:1][C:2]1[CH:10]=[C:9]2[C:5]([CH2:6][CH2:7][C:8]2([CH2:11][C:17]#[N:18])[C:19]#[N:20])=[CH:4][CH:3]=1. The reactants are [Cl:1][C:2]1[CH:10]=[C:9]2[C:5]([CH2:6][CH2:7]/[C:8]/2=[C:11](/[C:17]#[N:18])\C(OCC)=O)=[CH:4][CH:3]=1.[C-:19]#[N:20].[K+]. The yield is 0.371.